Dataset: Catalyst prediction with 721,799 reactions and 888 catalyst types from USPTO. Task: Predict which catalyst facilitates the given reaction. (1) Reactant: [H-].[Na+].[NH:3]1[C:11]2[C:6](=[CH:7][CH:8]=[CH:9][CH:10]=2)[CH:5]=[CH:4]1.[CH2:12]([C:20]1[CH:30]=[CH:29][C:23]([O:24][CH2:25][CH:26]2[CH2:28][O:27]2)=[CH:22][CH:21]=1)[CH2:13][CH2:14][CH2:15][CH2:16][CH2:17][CH2:18][CH3:19].[Na+].[Cl-]. Product: [N:3]1([CH2:28][CH:26]([OH:27])[CH2:25][O:24][C:23]2[CH:29]=[CH:30][C:20]([CH2:12][CH2:13][CH2:14][CH2:15][CH2:16][CH2:17][CH2:18][CH3:19])=[CH:21][CH:22]=2)[C:11]2[C:6](=[CH:7][CH:8]=[CH:9][CH:10]=2)[CH:5]=[CH:4]1. The catalyst class is: 3. (2) Reactant: [N:1]1[C:2]([C:10]2[CH:15]=[CH:14][C:13]([C:16]3[CH:20]=[CH:19][N:18]([CH2:21][C:22](O)=[O:23])[N:17]=3)=[CH:12][CH:11]=2)=[CH:3][N:4]2[CH:9]=[CH:8][CH:7]=[CH:6][C:5]=12.[CH:25]1[CH:30]=[C:29]([CH2:31][NH:32][CH2:33][C:34]2[N:39]=[CH:38][CH:37]=[CH:36][CH:35]=2)[N:28]=[CH:27][CH:26]=1.ON1C2C=CC=CC=2N=N1.Cl.C(N=C=NCCCN(C)C)C. Product: [N:28]1[CH:27]=[CH:26][CH:25]=[CH:30][C:29]=1[CH2:31][N:32]([CH2:33][C:34]1[CH:35]=[CH:36][CH:37]=[CH:38][N:39]=1)[C:22](=[O:23])[CH2:21][N:18]1[CH:19]=[CH:20][C:16]([C:13]2[CH:12]=[CH:11][C:10]([C:2]3[N:1]=[C:5]4[CH:6]=[CH:7][CH:8]=[CH:9][N:4]4[CH:3]=3)=[CH:15][CH:14]=2)=[N:17]1. The catalyst class is: 681. (3) Reactant: FC(F)(F)C([N:5]=[S:6]([CH2:8][C:9]1[CH:14]=[C:13]([NH:15][C:16]2[CH:21]=[C:20]([C:22]3[CH:27]=[CH:26][C:25]([F:28])=[CH:24][C:23]=3[O:29][CH3:30])[C:19]([F:31])=[CH:18][N:17]=2)[N:12]=[C:11]([F:32])[CH:10]=1)[CH3:7])=O.[OH:35]OS([O-])=O.[K+].[OH-].[K+]. Product: [F:31][C:19]1[C:20]([C:22]2[CH:27]=[CH:26][C:25]([F:28])=[CH:24][C:23]=2[O:29][CH3:30])=[CH:21][C:16]([NH:15][C:13]2[CH:14]=[C:9]([CH2:8][S:6]([CH3:7])(=[NH:5])=[O:35])[CH:10]=[C:11]([F:32])[N:12]=2)=[N:17][CH:18]=1. The catalyst class is: 24. (4) Reactant: [Cl:1][C:2]1[CH:16]=[CH:15][C:5]([O:6][C:7]2[CH:14]=[CH:13][CH:12]=[CH:11][C:8]=2[C:9]#[N:10])=[CH:4][CH:3]=1.[H-].[H-].[H-].[H-].[Li+].[Al+3]. Product: [Cl:1][C:2]1[CH:16]=[CH:15][C:5]([O:6][C:7]2[CH:14]=[CH:13][CH:12]=[CH:11][C:8]=2[CH2:9][NH2:10])=[CH:4][CH:3]=1. The catalyst class is: 1. (5) Reactant: [C:1]1(=[O:11])[C:9]2[C:4](=[CH:5][CH:6]=[CH:7][CH:8]=2)[C:3](=[O:10])[NH:2]1.C1(P(C2C=CC=CC=2)C2C=CC=CC=2)C=CC=CC=1.[Br:31][C:32]1[CH:33]=[N:34][N:35]2[CH:40]=[CH:39][C:38]([NH:41][C@@H:42]([CH:45]([CH3:47])[CH3:46])[CH2:43]O)=[N:37][C:36]=12.N(/C(OC(C)C)=O)=N\C(OC(C)C)=O. Product: [Br:31][C:32]1[CH:33]=[N:34][N:35]2[CH:40]=[CH:39][C:38]([NH:41][C@@H:42]([CH:45]([CH3:47])[CH3:46])[CH2:43][N:2]3[C:3](=[O:10])[C:4]4[C:9](=[CH:8][CH:7]=[CH:6][CH:5]=4)[C:1]3=[O:11])=[N:37][C:36]=12. The catalyst class is: 1. (6) Product: [Cl:1][C:2]1[CH:21]=[CH:20][CH:19]=[C:18]([Cl:22])[C:3]=1[CH2:4][CH:5]1[CH2:9][CH2:8][N:7]([CH:10]2[CH2:11][CH2:12][C:13]([OH:16])([CH3:23])[CH2:14][CH2:15]2)[C:6]1=[O:17]. The catalyst class is: 7. Reactant: [Cl:1][C:2]1[CH:21]=[CH:20][CH:19]=[C:18]([Cl:22])[C:3]=1[CH2:4][CH:5]1[CH2:9][CH2:8][N:7]([CH:10]2[CH2:15][CH2:14][C:13](=[O:16])[CH2:12][CH2:11]2)[C:6]1=[O:17].[CH3:23][Mg]Br.[Cl-].[NH4+]. (7) Reactant: CN(C)C(N(C)C)=N.[CH3:9][O:10][C:11](=[O:40])[CH:12](P(OC)(OC)=O)[NH:13][C:14](=[O:33])[C:15]1[CH:20]=[CH:19][C:18]([CH:21]([OH:31])/[CH:22]=[CH:23]/[C:24]2[CH:29]=[CH:28][CH:27]=[C:26]([OH:30])[CH:25]=2)=[CH:17][C:16]=1[Cl:32].[N:41]1[C:50]2[C:45](=[CH:46][CH:47]=[CH:48][CH:49]=2)[CH:44]=[C:43]([CH:51]=O)[CH:42]=1. Product: [CH3:9][O:10][C:11](=[O:40])/[C:12](/[NH:13][C:14](=[O:33])[C:15]1[CH:20]=[CH:19][C:18]([CH:21]([OH:31])/[CH:22]=[CH:23]/[C:24]2[CH:29]=[CH:28][CH:27]=[C:26]([OH:30])[CH:25]=2)=[CH:17][C:16]=1[Cl:32])=[CH:51]/[C:43]1[CH:42]=[N:41][C:50]2[C:45]([CH:44]=1)=[CH:46][CH:47]=[CH:48][CH:49]=2. The catalyst class is: 7. (8) Reactant: Br[C:2]1[CH:7]=[CH:6][C:5]([S:8]([NH:11][C:12]2[N:13]=[CH:14][C:15]3[C:20]([C:21]=2[CH:22]2[CH2:24][CH2:23]2)=[CH:19][CH:18]=[CH:17][CH:16]=3)(=[O:10])=[O:9])=[CH:4][C:3]=1F.C(=O)([O-])[O-].[K+].[K+].[F:32][C:33]([F:44])([F:43])[O:34][C:35]1[CH:42]=[CH:41][C:38]([CH2:39]Br)=[CH:37][CH:36]=1.[C:45]([O:48][CH2:49]C)(=[O:47])[CH3:46]. Product: [CH:22]1([C:21]2[C:20]3[C:15](=[CH:16][CH:17]=[CH:18][CH:19]=3)[CH:14]=[N:13][C:12]=2[N:11]([CH2:39][C:38]2[CH:41]=[CH:42][C:35]([O:34][C:33]([F:44])([F:43])[F:32])=[CH:36][CH:37]=2)[S:8]([C:5]2[CH:6]=[CH:7][C:46]([C:45]([O:48][CH3:49])=[O:47])=[C:3]([CH3:2])[CH:4]=2)(=[O:9])=[O:10])[CH2:24][CH2:23]1. The catalyst class is: 9.